From a dataset of Full USPTO retrosynthesis dataset with 1.9M reactions from patents (1976-2016). Predict the reactants needed to synthesize the given product. (1) Given the product [O:15]=[C:13]1[N:12]=[C:11]([NH:16][CH2:17][C:18]#[CH:19])/[C:10](=[CH:9]/[CH:6]2[CH2:7][CH2:8][N:3]([CH2:20][C:22]3[CH:29]=[CH:28][C:25]([C:26]#[N:27])=[CH:24][C:23]=3[C:30]([F:31])([F:32])[F:33])[CH2:4][CH2:5]2)/[S:14]1, predict the reactants needed to synthesize it. The reactants are: Cl.Cl.[NH:3]1[CH2:8][CH2:7][CH:6](/[CH:9]=[C:10]2/[C:11]([NH:16][CH2:17][C:18]#[CH:19])=[N:12][C:13](=[O:15])[S:14]/2)[CH2:5][CH2:4]1.[CH:20]([C:22]1[CH:29]=[CH:28][C:25]([C:26]#[N:27])=[CH:24][C:23]=1[C:30]([F:33])([F:32])[F:31])=O.C(N(CC)CC)C.C(O[BH-](OC(=O)C)OC(=O)C)(=O)C.[Na+]. (2) Given the product [Cl:28][C:24]1[CH:23]=[C:22]([C:10]2[CH:11]=[C:12]([C:14]([N:16]3[CH2:20][C:19](=[O:21])[NH:18][CH2:17]3)=[O:15])[S:13][C:9]=2[C:4]2[CH:3]=[CH:2][CH:7]=[C:6]([O:52][C:51]([F:63])([F:62])[F:50])[CH:5]=2)[CH:27]=[CH:26][CH:25]=1, predict the reactants needed to synthesize it. The reactants are: Cl[C:2]1[CH:3]=[C:4]([C:9]2[S:13][C:12]([C:14]([N:16]3[CH2:20][C:19](=[O:21])[NH:18][CH2:17]3)=[O:15])=[CH:11][C:10]=2[C:22]2[CH:27]=[CH:26][CH:25]=[C:24]([Cl:28])[CH:23]=2)[CH:5]=[C:6](F)[CH:7]=1.BrC1SC(C(N2CC(=O)NC2)=O)=CC=1C1C=CC=C(Cl)C=1.[F:50][C:51]([F:63])([F:62])[O:52]C1C=C(B(O)O)C=CC=1. (3) Given the product [Cl:24][C:12]1[CH:13]=[C:14]2[C:9](=[C:10]([F:25])[CH:11]=1)[N:8]=[C:7]([NH:26][CH3:27])[C:6]([C:4]([OH:5])=[O:3])=[C:15]2[CH2:16][C:17]1[CH:22]=[CH:21][CH:20]=[CH:19][C:18]=1[Cl:23], predict the reactants needed to synthesize it. The reactants are: C([O:3][C:4]([C:6]1[C:7]([NH:26][CH3:27])=[N:8][C:9]2[C:14]([C:15]=1[CH2:16][C:17]1[CH:22]=[CH:21][CH:20]=[CH:19][C:18]=1[Cl:23])=[CH:13][C:12]([Cl:24])=[CH:11][C:10]=2[F:25])=[O:5])C.[OH-].[Na+]. (4) Given the product [C:1]([O:4][CH2:5][CH2:6][CH2:7][C:8]1[CH:13]=[CH:12][CH:11]=[C:10]([C:14]2[S:19][C:18]3[CH:20]=[CH:21][CH:22]=[CH:23][C:17]=3[C:16](=[O:24])[N:15]=2)[N:9]=1)(=[O:3])[CH3:2], predict the reactants needed to synthesize it. The reactants are: [C:1]([O:4][CH2:5][CH2:6][CH2:7][C:8]1[CH:13]=[CH:12][CH:11]=[C:10]([C:14]#[N:15])[N:9]=1)(=[O:3])[CH3:2].[C:16](OC)(=[O:24])[C:17]1[C:18](=[CH:20][CH:21]=[CH:22][CH:23]=1)[SH:19].C(N(CC)CC)C. (5) Given the product [CH2:16]([N:8]([CH2:1][C:2]1[CH:3]=[CH:4][CH:5]=[CH:6][CH:7]=1)[C@@H:9]1[CH2:14][N:13]([CH2:26][CH2:27][CH3:28])[C:12](=[O:15])[CH2:11][CH2:10]1)[C:17]1[CH:22]=[CH:21][CH:20]=[CH:19][CH:18]=1, predict the reactants needed to synthesize it. The reactants are: [CH2:1]([N:8]([CH2:16][C:17]1[CH:22]=[CH:21][CH:20]=[CH:19][CH:18]=1)[C@@H:9]1[CH2:14][NH:13][C:12](=[O:15])[CH2:11][CH2:10]1)[C:2]1[CH:7]=[CH:6][CH:5]=[CH:4][CH:3]=1.[H-].[Na+].I[CH2:26][CH2:27][CH3:28].[Na+].[Cl-]. (6) Given the product [CH:1]([O:4][C:5]1[N:6]=[CH:7][C:8]([O:20][C:21]2[CH:22]=[CH:23][C:24](/[CH:27]=[CH:28]/[C:29](=[O:31])[CH3:30])=[CH:25][CH:26]=2)=[CH:9][CH:10]=1)([CH3:2])[CH3:3], predict the reactants needed to synthesize it. The reactants are: [CH:1]([O:4][C:5]1[CH:10]=[CH:9][C:8](B2OC(C)(C)C(C)(C)O2)=[CH:7][N:6]=1)([CH3:3])[CH3:2].[OH:20][C:21]1[CH:26]=[CH:25][C:24](/[CH:27]=[CH:28]/[C:29](=[O:31])[CH3:30])=[CH:23][CH:22]=1.